Task: Predict the product of the given reaction.. Dataset: Forward reaction prediction with 1.9M reactions from USPTO patents (1976-2016) Given the reactants [Br:1][C:2]1[CH:7]=[CH:6][C:5]([OH:8])=[C:4]([N+:9]([O-:11])=[O:10])[CH:3]=1.[CH:12]1(O)[CH2:16][CH2:15][CH2:14][CH2:13]1.C1C=CC(P(C2C=CC=CC=2)C2C=CC=CC=2)=CC=1.CC(OC(/N=N/C(OC(C)C)=O)=O)C, predict the reaction product. The product is: [Br:1][C:2]1[CH:7]=[CH:6][C:5]([O:8][CH:12]2[CH2:16][CH2:15][CH2:14][CH2:13]2)=[C:4]([N+:9]([O-:11])=[O:10])[CH:3]=1.